From a dataset of Forward reaction prediction with 1.9M reactions from USPTO patents (1976-2016). Predict the product of the given reaction. (1) Given the reactants [H-].[Na+].[CH:3]([C:6]1[CH:21]=[CH:20][C:9]([CH2:10][C:11]2[C:16]([CH3:17])=[CH:15][C:14]([CH3:18])=[CH:13][C:12]=2[OH:19])=[CH:8][CH:7]=1)([CH3:5])[CH3:4].[CH3:22]I.O, predict the reaction product. The product is: [CH:3]([C:6]1[CH:21]=[CH:20][C:9]([CH2:10][C:11]2[C:16]([CH3:17])=[CH:15][C:14]([CH3:18])=[CH:13][C:12]=2[O:19][CH3:22])=[CH:8][CH:7]=1)([CH3:5])[CH3:4]. (2) The product is: [C:1]([O:4][C@@H:5]1[C@H:9]([O:10][C:11](=[O:13])[CH3:12])[C@@H:8]([CH2:14][O:15][C:16](=[O:18])[CH3:17])[O:7][C@H:6]1[N:19]1[CH:27]=[N:26][C:25]2[C:20]1=[N:21][C:22]([I:30])=[N:23][C:24]=2[Cl:28])(=[O:3])[CH3:2]. Given the reactants [C:1]([O:4][C@@H:5]1[C@H:9]([O:10][C:11](=[O:13])[CH3:12])[C@@H:8]([CH2:14][O:15][C:16](=[O:18])[CH3:17])[O:7][C@H:6]1[N:19]1[CH:27]=[N:26][C:25]2[C:20]1=[N:21][C:22](N)=[N:23][C:24]=2[Cl:28])(=[O:3])[CH3:2].[I:30]CI.CCCCCON=O, predict the reaction product. (3) The product is: [ClH:34].[N:3]1([CH2:9][CH2:10][CH2:11][O:12][C:13]2[CH:26]=[CH:25][C:16]([C:17]([N:19]3[CH2:24][CH2:23][N:22]([C:32]([N:27]4[CH2:31][CH2:30][CH2:29][CH2:28]4)=[O:33])[CH2:21][CH2:20]3)=[O:18])=[CH:15][CH:14]=2)[CH2:8][CH2:7][CH2:6][CH2:5][CH2:4]1. Given the reactants Cl.Cl.[N:3]1([CH2:9][CH2:10][CH2:11][O:12][C:13]2[CH:26]=[CH:25][C:16]([C:17]([N:19]3[CH2:24][CH2:23][NH:22][CH2:21][CH2:20]3)=[O:18])=[CH:15][CH:14]=2)[CH2:8][CH2:7][CH2:6][CH2:5][CH2:4]1.[N:27]1([C:32]([Cl:34])=[O:33])[CH2:31][CH2:30][CH2:29][CH2:28]1, predict the reaction product. (4) Given the reactants [OH-].[Li+].[C:3]1([CH3:22])[CH:8]=[CH:7][CH:6]=[C:5]([O:9][CH:10]([C:12]2[CH:21]=[CH:20][C:15]([C:16]([O:18]C)=[O:17])=[CH:14][CH:13]=2)[CH3:11])[CH:4]=1, predict the reaction product. The product is: [C:3]1([CH3:22])[CH:8]=[CH:7][CH:6]=[C:5]([O:9][CH:10]([C:12]2[CH:13]=[CH:14][C:15]([C:16]([OH:18])=[O:17])=[CH:20][CH:21]=2)[CH3:11])[CH:4]=1.